From a dataset of Reaction yield outcomes from USPTO patents with 853,638 reactions. Predict the reaction yield, written as a fraction of the theoretical maximum amount of product (1.0 means a 100% yield; for example, 0.34 means a 34% yield). (1) The reactants are C(OC([N:6]1[CH2:11][CH2:10][CH:9]([N:12]2[C:16]3[C:17]([CH3:21])=[CH:18][CH:19]=[CH:20][C:15]=3[NH:14][C:13]2=O)[CH2:8][CH2:7]1)=O)C.[CH2:23]([O:25]C(N1CCC(C(C(OCC)=O)N)(C2C=CC=CC=2C)CC1)=O)C.C(O)(=O)CO.N. The catalyst is Cl. The product is [OH:25][CH2:23][C:13]1[N:12]([CH:9]2[CH2:8][CH2:7][NH:6][CH2:11][CH2:10]2)[C:16]2[C:17]([CH3:21])=[CH:18][CH:19]=[CH:20][C:15]=2[N:14]=1. The yield is 0.410. (2) The yield is 0.400. The catalyst is [Pd].CO.C(OCC)(=O)C. The reactants are [CH3:1][CH:2]([CH3:33])[CH2:3][C@H:4]([NH:25][C:26](=[O:32])[O:27][C:28]([CH3:31])([CH3:30])[CH3:29])[CH2:5][O:6][C:7]1[C:8]([CH:23]=[CH2:24])=[CH:9][C:10]2[C:19]3[C:14](=[CH:15][N:16]=[CH:17][CH:18]=3)[C:13](=[O:20])[N:12]([CH3:21])[C:11]=2[CH:22]=1.[H][H]. The product is [CH2:23]([C:8]1[C:7]([O:6][CH2:5][C@@H:4]([NH:25][C:26](=[O:32])[O:27][C:28]([CH3:29])([CH3:30])[CH3:31])[CH2:3][CH:2]([CH3:1])[CH3:33])=[CH:22][C:11]2[N:12]([CH3:21])[C:13](=[O:20])[C:14]3[C:19]([C:10]=2[CH:9]=1)=[CH:18][CH:17]=[N:16][CH:15]=3)[CH3:24]. (3) The reactants are [OH:1][CH2:2][C:3]1([CH2:6][C:7]2[C:8]([CH3:29])=[N:9][C:10](OC)=[C:11]([CH:24]([CH3:26])[CH3:25])[C:12]=2[C:13]([C:15]2[CH:16]=[C:17]([CH:20]=[C:21]([CH3:23])[CH:22]=2)[C:18]#[N:19])=[O:14])[CH2:5][CH2:4]1.C(#N)C.C[OH:34].[C:35](Br)(=[O:37])[CH3:36]. No catalyst specified. The product is [C:18]([C:17]1[CH:16]=[C:15]([CH:22]=[C:21]([CH3:23])[CH:20]=1)[C:13]([C:12]1[C:7]([CH2:6][C:3]2([CH2:2][O:1][C:35](=[O:37])[CH3:36])[CH2:5][CH2:4]2)=[C:8]([CH3:29])[NH:9][C:10](=[O:34])[C:11]=1[CH:24]([CH3:25])[CH3:26])=[O:14])#[N:19]. The yield is 1.00. (4) The reactants are [Cl:1][C:2]1[CH:33]=[CH:32][CH:31]=[C:30]([C:34]([F:37])([F:36])[F:35])[C:3]=1[C:4]([N:6]1[C:14]2[C:9](=[CH:10][CH:11]=[C:12]([C:15]#[C:16][CH:17]=[O:18])[CH:13]=2)[C:8]([C:19]2[CH:28]=[CH:27][C:22]([C:23]([O:25][CH3:26])=[O:24])=[CH:21][C:20]=2[F:29])=[N:7]1)=[O:5].[CH3:38][Mg+].[Br-]. The catalyst is C1COCC1. The product is [Cl:1][C:2]1[CH:33]=[CH:32][CH:31]=[C:30]([C:34]([F:36])([F:37])[F:35])[C:3]=1[C:4]([N:6]1[C:14]2[C:9](=[CH:10][CH:11]=[C:12]([C:15]#[C:16][CH:17]([OH:18])[CH3:38])[CH:13]=2)[C:8]([C:19]2[CH:28]=[CH:27][C:22]([C:23]([O:25][CH3:26])=[O:24])=[CH:21][C:20]=2[F:29])=[N:7]1)=[O:5]. The yield is 0.850. (5) The catalyst is [Pd].CO. The product is [CH:1]1([C:7]2[N:12]=[CH:11][N:10]=[C:9]([C:13]3[C:17]4[C:18]([NH:22][CH:23]([CH3:25])[CH3:24])=[N:19][CH:20]=[CH:21][C:16]=4[NH:15][N:14]=3)[CH:8]=2)[CH2:2][CH2:3][CH2:4][CH2:5][CH2:6]1. The yield is 0.380. The reactants are [CH:1]1([C:7]2[N:12]=[CH:11][N:10]=[C:9]([C:13]3[C:17]4[C:18]([NH:22][CH:23]([CH3:25])[CH3:24])=[N:19][CH:20]=[CH:21][C:16]=4[N:15](CC4C=CC(OC)=CC=4)[N:14]=3)[CH:8]=2)[CH2:6][CH2:5][CH2:4][CH2:3][CH2:2]1.C1(C2N=CN=C(C3C4C(NC(C)C)=NC=CC=4N(CC4C=CC(OC)=CC=4)N=3)C=2)CCCCC=1. (6) The reactants are [F:1][C:2]1[CH:10]=[C:9]([F:11])[CH:8]=[CH:7][C:3]=1[C:4]([OH:6])=[O:5].O(C(O[C:16]([CH3:19])([CH3:18])[CH3:17])=O)C(O[C:16]([CH3:19])([CH3:18])[CH3:17])=O. The catalyst is ClCCl.CC(O)(C)C. The product is [C:16]([O:5][C:4](=[O:6])[C:3]1[CH:7]=[CH:8][C:9]([F:11])=[CH:10][C:2]=1[F:1])([CH3:19])([CH3:18])[CH3:17]. The yield is 0.840. (7) The reactants are [N:1]1(C(N2C=CN=C2)N)C=CN=[CH:2]1.[CH3:13][O:14][C:15](=[O:24])[C:16]1[CH:21]=[CH:20][CH:19]=[C:18]([OH:22])[C:17]=1[NH2:23]. The catalyst is C1COCC1.CCOC(C)=O. The product is [NH2:1][C:2]1[O:22][C:18]2[C:17](=[C:16]([C:15]([O:14][CH3:13])=[O:24])[CH:21]=[CH:20][CH:19]=2)[N:23]=1. The yield is 0.500. (8) The reactants are C([Mg]Br)C.[Cl:5][C:6]1[CH:11]=[CH:10][C:9]([OH:12])=[C:8]([CH3:13])[CH:7]=1.CN(C)CCN(C)C.[CH2:22]=[O:23].CN(P(N(C)C)(N(C)C)=O)C. The catalyst is C1(C)C=CC=CC=1. The product is [Cl:5][C:6]1[CH:7]=[C:8]([CH3:13])[C:9]([OH:12])=[C:10]([CH:11]=1)[CH:22]=[O:23]. The yield is 0.600.